This data is from Forward reaction prediction with 1.9M reactions from USPTO patents (1976-2016). The task is: Predict the product of the given reaction. (1) Given the reactants [C:1]12([CH2:11][C:12]([NH:14][C:15]3[CH:24]=[CH:23][CH:22]=[C:21]4[C:16]=3[CH:17]=[CH:18][C:19](Cl)=[N:20]4)=[O:13])[CH2:10][CH:5]3[CH2:6][CH:7]([CH2:9][CH:3]([CH2:4]3)[CH2:2]1)[CH2:8]2.[CH2:26]([CH2:28][NH2:29])[OH:27].C(=O)([O-])[O-].[K+].[K+], predict the reaction product. The product is: [C:1]12([CH2:11][C:12]([NH:14][C:15]3[CH:24]=[CH:23][CH:22]=[C:21]4[C:16]=3[CH:17]=[CH:18][C:19]([NH:29][CH2:28][CH2:26][OH:27])=[N:20]4)=[O:13])[CH2:10][CH:5]3[CH2:6][CH:7]([CH2:9][CH:3]([CH2:4]3)[CH2:2]1)[CH2:8]2. (2) Given the reactants [C:1]1([CH:7]([C:13]2[CH:18]=[CH:17][CH:16]=[CH:15][CH:14]=2)[C@@H](C(O)=O)N)[CH:6]=[CH:5][CH:4]=[CH:3][CH:2]=1.[C:19]([NH:22][CH:23]([C:29]([O:31][CH2:32][CH3:33])=[O:30])[C:24]([O:26][CH2:27][CH3:28])=[O:25])(=[O:21])[CH3:20].C1(C(C2C=CC=CC=2)Br)C=CC=CC=1.[O-]CC.[Na+], predict the reaction product. The product is: [C:19]([NH:22][C:23]([CH:7]([C:1]1[CH:6]=[CH:5][CH:4]=[CH:3][CH:2]=1)[C:13]1[CH:18]=[CH:17][CH:16]=[CH:15][CH:14]=1)([C:29]([O:31][CH2:32][CH3:33])=[O:30])[C:24]([O:26][CH2:27][CH3:28])=[O:25])(=[O:21])[CH3:20]. (3) Given the reactants [O:1]1CCC[O:3][CH:2]1[CH2:7][CH2:8][C:9]([C:11]1[C:16](=[O:17])[N:15]([CH3:18])[C:14]2[CH:19]=[C:20]([Br:22])[S:21][C:13]=2[C:12]=1[OH:23])=[O:10].BrC1SC2C(O)=C(C(OCC)=O)C(=O)N(C)C=2C=1.BrC1SC(C(OC)=O)=C(NC)C=1.[H-].[Na+], predict the reaction product. The product is: [Br:22][C:20]1[S:21][C:13]2[C:12]([OH:23])=[C:11]([C:9](=[O:10])[CH2:8][CH2:7][C:2]([OH:3])=[O:1])[C:16](=[O:17])[N:15]([CH3:18])[C:14]=2[CH:19]=1. (4) Given the reactants [C:1]([O:5][C:6]([N:8]([C:16]1[C:21]([O:22][CH2:23][CH:24]2[CH2:26][CH2:25]2)=[N:20][C:19](Br)=[CH:18][N:17]=1)[C:9]([O:11][C:12]([CH3:15])([CH3:14])[CH3:13])=[O:10])=[O:7])([CH3:4])([CH3:3])[CH3:2].C(Cl)Cl.C(N(CC)CC)C.[C]=O, predict the reaction product. The product is: [C:1]([O:5][C:6]([N:8]([C:9]([O:11][C:12]([CH3:15])([CH3:14])[CH3:13])=[O:10])[C:16]1[N:17]=[CH:18][C:19]([C:6]([O:5][CH3:1])=[O:7])=[N:20][C:21]=1[O:22][CH2:23][CH:24]1[CH2:26][CH2:25]1)=[O:7])([CH3:4])([CH3:3])[CH3:2]. (5) Given the reactants [Br:1][C:2]1[CH:3]=[C:4]2[C:8](=[CH:9][CH:10]=1)[NH:7][C:6](=[O:11])[C:5]2=O.[F:13][C:14]([F:23])([F:22])[C:15]1[CH:16]=[C:17]([CH:19]=[CH:20][CH:21]=1)[NH2:18].C(O)(=O)C, predict the reaction product. The product is: [Br:1][C:2]1[CH:3]=[C:4]2[C:8](=[CH:9][CH:10]=1)[NH:7][C:6](=[O:11])/[C:5]/2=[N:18]\[C:17]1[CH:19]=[CH:20][CH:21]=[C:15]([C:14]([F:13])([F:22])[F:23])[CH:16]=1. (6) The product is: [C:14]([C:17]1[NH:18][CH:2]=[C:3]([C:5]2[CH:6]=[C:7]([CH:10]=[CH:11][CH:12]=2)[C:8]#[N:9])[N:19]=1)([CH3:16])([CH3:15])[CH3:13]. Given the reactants Br[CH2:2][C:3]([C:5]1[CH:6]=[C:7]([CH:10]=[CH:11][CH:12]=1)[C:8]#[N:9])=O.[CH3:13][C:14]([C:17]([NH2:19])=[NH:18])([CH3:16])[CH3:15].Cl.C(=O)([O-])[O-].[K+].[K+].C(#N)C, predict the reaction product. (7) Given the reactants Br[C:2]1[S:6][C:5]([C:7]2[CH:12]=[CH:11][C:10]([F:13])=[CH:9][CH:8]=2)=[N:4][C:3]=1[C:14]1[CH:15]=[C:16]([O:21][CH3:22])[C:17]([NH2:20])=[N:18][CH:19]=1.[N:23]1[CH:28]=[CH:27][C:26](B(O)O)=[CH:25][CH:24]=1.C([O-])([O-])=O.[Na+].[Na+], predict the reaction product. The product is: [F:13][C:10]1[CH:11]=[CH:12][C:7]([C:5]2[S:6][C:2]([C:26]3[CH:27]=[CH:28][N:23]=[CH:24][CH:25]=3)=[C:3]([C:14]3[CH:15]=[C:16]([O:21][CH3:22])[C:17]([NH2:20])=[N:18][CH:19]=3)[N:4]=2)=[CH:8][CH:9]=1.